This data is from Forward reaction prediction with 1.9M reactions from USPTO patents (1976-2016). The task is: Predict the product of the given reaction. (1) Given the reactants [F:1][C:2]([F:7])([F:6])[C:3]([OH:5])=[O:4].[F:8][C:9]([F:14])([F:13])[C:10]([OH:12])=[O:11].FC(F)(F)C(O)=O.[Cl:22][C:23]1[CH:24]=[N:25][C:26]2[NH:27][C:28]3[CH:29]=[N:30][CH:31]=[C:32]([CH:54]=3)[CH2:33][CH2:34][C:35]3[CH:43]=[C:39]([NH:40][C:41]=1[N:42]=2)[CH:38]=[CH:37][C:36]=3[NH:44][C:45](=[O:53])[CH2:46][CH:47]1[CH2:52][CH2:51][NH:50][CH2:49][CH2:48]1.[O:55]1[CH:59]=[CH:58][CH:57]=[C:56]1[S:60](Cl)(=[O:62])=[O:61], predict the reaction product. The product is: [F:1][C:2]([F:7])([F:6])[C:3]([OH:5])=[O:4].[F:8][C:9]([F:14])([F:13])[C:10]([OH:12])=[O:11].[Cl:22][C:23]1[CH:24]=[N:25][C:26]2[NH:27][C:28]3[CH:29]=[N:30][CH:31]=[C:32]([CH:54]=3)[CH2:33][CH2:34][C:35]3[CH:43]=[C:39]([NH:40][C:41]=1[N:42]=2)[CH:38]=[CH:37][C:36]=3[NH:44][C:45](=[O:53])[CH2:46][CH:47]1[CH2:52][CH2:51][N:50]([S:60]([C:56]2[O:55][CH:59]=[CH:58][CH:57]=2)(=[O:62])=[O:61])[CH2:49][CH2:48]1. (2) Given the reactants [C:1](Cl)(=[O:5])[CH:2]([CH3:4])[CH3:3].[NH2:7][CH2:8][CH2:9][O:10][CH2:11][CH2:12][N:13]1[C:21]2[C:20]([CH3:22])=[C:19]([CH3:23])[N:18]=[C:17]([NH2:24])[C:16]=2[N:15]=[C:14]1[CH3:25].C(N(CC)CC)C, predict the reaction product. The product is: [NH2:24][C:17]1[C:16]2[N:15]=[C:14]([CH3:25])[N:13]([CH2:12][CH2:11][O:10][CH2:9][CH2:8][NH:7][C:1](=[O:5])[CH:2]([CH3:4])[CH3:3])[C:21]=2[C:20]([CH3:22])=[C:19]([CH3:23])[N:18]=1. (3) Given the reactants [CH3:1][O:2][CH2:3][C:4]1[CH:5]=[N:6][C:7]([N:10]2[CH2:15][CH2:14][CH:13]([C@H:16]3[CH2:18][C@H:17]3[CH2:19][CH2:20][O:21][C:22]3[CH:27]=[CH:26][C:25]([CH2:28][C:29]([OH:31])=O)=[CH:24][CH:23]=3)[CH2:12][CH2:11]2)=[N:8][CH:9]=1.O.ON1C2C=CC=CC=2N=N1.Cl.[OH:44][CH:45]1[CH2:48][NH:47][CH2:46]1.Cl.C(/N=N/CCCN(C)C)C.C(N(CC)CC)C, predict the reaction product. The product is: [OH:44][CH:45]1[CH2:48][N:47]([C:29](=[O:31])[CH2:28][C:25]2[CH:24]=[CH:23][C:22]([O:21][CH2:20][CH2:19][C@@H:17]3[CH2:18][C@@H:16]3[CH:13]3[CH2:14][CH2:15][N:10]([C:7]4[N:6]=[CH:5][C:4]([CH2:3][O:2][CH3:1])=[CH:9][N:8]=4)[CH2:11][CH2:12]3)=[CH:27][CH:26]=2)[CH2:46]1. (4) Given the reactants [Cl:1][C:2]1[CH:23]=[CH:22][CH:21]=[CH:20][C:3]=1[O:4][C:5]1[CH2:9][N:8]([CH:10]([CH2:14][C:15]([F:18])([F:17])[F:16])[C:11](O)=[O:12])[C:7](=[O:19])[CH:6]=1.[CH3:24][C:25]1([CH3:37])[O:29][C@H:28]([CH2:30][N:31]2[CH:35]=[CH:34][C:33]([NH2:36])=[N:32]2)[CH2:27][O:26]1.C(N(CC)C(C)C)(C)C.F[P-](F)(F)(F)(F)F.N1(O[P+](N(C)C)(N(C)C)N(C)C)C2C=CC=CC=2N=N1, predict the reaction product. The product is: [Cl:1][C:2]1[CH:23]=[CH:22][CH:21]=[CH:20][C:3]=1[O:4][C:5]1[CH2:9][N:8]([CH:10]([CH2:14][C:15]([F:17])([F:18])[F:16])[C:11]([NH:36][C:33]2[CH:34]=[CH:35][N:31]([CH2:30][C@@H:28]3[CH2:27][O:26][C:25]([CH3:37])([CH3:24])[O:29]3)[N:32]=2)=[O:12])[C:7](=[O:19])[CH:6]=1. (5) Given the reactants [Cl:1][C:2]1[CH:3]=[C:4]([C:12]([OH:14])=O)[CH:5]=[N:6][C:7]=1[O:8][CH:9]([CH3:11])[CH3:10].C(Cl)CCl.C1C=CC2N(O)N=NC=2C=1.O[NH:30][C:31](=[NH:48])[C:32]1[CH:40]=[CH:39][CH:38]=[C:37]2[C:33]=1[CH:34]=[CH:35][N:36]2[CH2:41][CH2:42][C:43]([O:45][CH2:46][CH3:47])=[O:44], predict the reaction product. The product is: [Cl:1][C:2]1[CH:3]=[C:4]([C:12]2[O:14][N:48]=[C:31]([C:32]3[CH:40]=[CH:39][CH:38]=[C:37]4[C:33]=3[CH:34]=[CH:35][N:36]4[CH2:41][CH2:42][C:43]([O:45][CH2:46][CH3:47])=[O:44])[N:30]=2)[CH:5]=[N:6][C:7]=1[O:8][CH:9]([CH3:10])[CH3:11]. (6) Given the reactants [CH3:1][S:2]([C:5]1[CH:10]=[CH:9][C:8]([C:11]2[N:16]=[CH:15][C:14]([CH2:17][NH:18][CH:19]3[CH2:24][CH2:23][N:22]([C:25]([O:27][C:28]([CH3:31])([CH3:30])[CH3:29])=[O:26])[CH2:21][CH2:20]3)=[CH:13][CH:12]=2)=[CH:7][CH:6]=1)(=[O:4])=[O:3].[CH3:32][C:33](O)=O.[BH3-][C:37]#N.[Na+], predict the reaction product. The product is: [CH:33]1([N:18]([CH2:17][C:14]2[CH:15]=[N:16][C:11]([C:8]3[CH:9]=[CH:10][C:5]([S:2]([CH3:1])(=[O:3])=[O:4])=[CH:6][CH:7]=3)=[CH:12][CH:13]=2)[CH:19]2[CH2:24][CH2:23][N:22]([C:25]([O:27][C:28]([CH3:31])([CH3:30])[CH3:29])=[O:26])[CH2:21][CH2:20]2)[CH2:32][CH2:37]1. (7) The product is: [CH3:34][C:26]1[CH:25]=[CH:30][C:29]([N+:31]([O-:33])=[O:32])=[CH:28][C:27]=1[C:2]1[CH:10]=[C:9]2[C:5]([CH:6]=[CH:7][NH:8]2)=[CH:4][CH:3]=1. Given the reactants Br[C:2]1[CH:10]=[C:9]2[C:5]([CH:6]=[CH:7][NH:8]2)=[CH:4][CH:3]=1.C(=O)([O-])[O-].[K+].[K+].CC1(C)C(C)(C)OB([C:25]2[CH:30]=[C:29]([N+:31]([O-:33])=[O:32])[CH:28]=[CH:27][C:26]=2[CH3:34])O1.C(OCC)(=O)C, predict the reaction product. (8) Given the reactants C[O:2][C:3]([C:5]1[CH:10]=[C:9]([N:11]([CH2:13][C:14]2[CH:19]=[CH:18][CH:17]=[CH:16][CH:15]=2)[CH3:12])[CH:8]=[CH:7][N:6]=1)=[O:4].[OH-].[Li+].Cl.C(OCC)C, predict the reaction product. The product is: [CH2:13]([N:11]([CH3:12])[C:9]1[CH:8]=[CH:7][N:6]=[C:5]([C:3]([OH:4])=[O:2])[CH:10]=1)[C:14]1[CH:19]=[CH:18][CH:17]=[CH:16][CH:15]=1. (9) Given the reactants [F:1][C:2]1[CH:50]=[CH:49][C:5]([C:6]([N:8](C(=O)C2C=CC(F)=CC=2)[C:9]2[N:13]([C@H:14]3[CH2:19][CH2:18][C@@H:17]([C:20](=[O:25])[NH:21][CH:22]([CH3:24])[CH3:23])[CH2:16][CH2:15]3)[C:12]3[CH:26]=[C:27]([O:30][CH2:31][C:32]4[CH:37]=[CH:36][C:35]([O:38][CH3:39])=[CH:34][CH:33]=4)[CH:28]=[CH:29][C:11]=3[N:10]=2)=[O:7])=[CH:4][CH:3]=1.O1CCOCC1.[OH-].[Na+], predict the reaction product. The product is: [F:1][C:2]1[CH:3]=[CH:4][C:5]([C:6]([NH:8][C:9]2[N:13]([C@H:14]3[CH2:19][CH2:18][C@@H:17]([C:20](=[O:25])[NH:21][CH:22]([CH3:24])[CH3:23])[CH2:16][CH2:15]3)[C:12]3[CH:26]=[C:27]([O:30][CH2:31][C:32]4[CH:33]=[CH:34][C:35]([O:38][CH3:39])=[CH:36][CH:37]=4)[CH:28]=[CH:29][C:11]=3[N:10]=2)=[O:7])=[CH:49][CH:50]=1. (10) Given the reactants [CH2:1]([C:3]1[N:7]([C:8]2[N:16]=[C:15]3[C:11]([N:12]=[CH:13][N:14]3[CH3:17])=[C:10]([N:18]3[CH2:23][CH2:22][O:21][CH2:20][CH2:19]3)[N:9]=2)[C:6]2[CH:24]=[CH:25][CH:26]=[CH:27][C:5]=2[N:4]=1)[CH3:2].CN(CCN(C)C)C.[Li]CCCC.[C:41]([O:45][C:46]([N:48]1[CH2:53][CH2:52][CH:51]([C:54](=[O:59])NCOC)[CH2:50][CH2:49]1)=[O:47])([CH3:44])([CH3:43])[CH3:42], predict the reaction product. The product is: [C:41]([O:45][C:46]([N:48]1[CH2:53][CH2:52][CH:51]([C:54]([C:13]2[N:14]([CH3:17])[C:15]3[C:11]([N:12]=2)=[C:10]([N:18]2[CH2:23][CH2:22][O:21][CH2:20][CH2:19]2)[N:9]=[C:8]([N:7]2[C:6]4[CH:24]=[CH:25][CH:26]=[CH:27][C:5]=4[N:4]=[C:3]2[CH2:1][CH3:2])[N:16]=3)=[O:59])[CH2:50][CH2:49]1)=[O:47])([CH3:44])([CH3:43])[CH3:42].